From a dataset of Forward reaction prediction with 1.9M reactions from USPTO patents (1976-2016). Predict the product of the given reaction. (1) Given the reactants [CH3:1][O:2][C:3]([C:5]1[CH:10]=[C:9]([Br:11])[C:8](=[O:12])[N:7]([CH2:13][C:14]2[CH:19]=[CH:18][C:17]([O:20][CH3:21])=[CH:16][CH:15]=2)[C:6]=1[CH2:22]Br)=[O:4].[CH3:24][O:25][C:26](=[O:39])[CH2:27][NH:28][S:29]([C:32]1[CH:37]=[CH:36][C:35]([CH3:38])=[CH:34][CH:33]=1)(=[O:31])=[O:30].[I-].[Na+].C(=O)([O-])[O-].[K+].[K+], predict the reaction product. The product is: [CH3:1][O:2][C:3]([C:5]1[CH:10]=[C:9]([Br:11])[C:8](=[O:12])[N:7]([CH2:13][C:14]2[CH:19]=[CH:18][C:17]([O:20][CH3:21])=[CH:16][CH:15]=2)[C:6]=1[CH2:22][N:28]([CH2:27][C:26]([O:25][CH3:24])=[O:39])[S:29]([C:32]1[CH:33]=[CH:34][C:35]([CH3:38])=[CH:36][CH:37]=1)(=[O:31])=[O:30])=[O:4]. (2) Given the reactants C[O:2][C:3](=[O:30])[CH2:4][C:5]1[C:13]2[C:8](=[N:9][CH:10]=[CH:11][CH:12]=2)[N:7]([CH2:14][C:15]2[CH:20]=[CH:19][C:18]([S:21]([CH3:24])(=[O:23])=[O:22])=[CH:17][C:16]=2[C:25]([F:28])([F:27])[F:26])[C:6]=1[CH3:29].[CH2:31]1COCC1.[OH-].[Na+], predict the reaction product. The product is: [CH2:24]([S:21]([C:18]1[CH:19]=[CH:20][C:15]([CH2:14][N:7]2[C:8]3=[N:9][CH:10]=[CH:11][CH:12]=[C:13]3[C:5]([CH2:4][C:3]([OH:2])=[O:30])=[C:6]2[CH3:29])=[C:16]([C:25]([F:28])([F:26])[F:27])[CH:17]=1)(=[O:22])=[O:23])[CH3:31]. (3) Given the reactants C(=O)([O-])[O-].[Cs+].[Cs+].CS([O:11][CH2:12][C:13]([CH3:18])([N+:15]([O-:17])=[O:16])[CH3:14])(=O)=O.O[C:20]1[CH:25]=[CH:24][C:23]([NH:26][C:27](=[O:29])[CH3:28])=[CH:22][C:21]=1[C:30]1[N:31]([CH3:35])[N:32]=[CH:33][CH:34]=1, predict the reaction product. The product is: [CH3:35][N:31]1[C:30]([C:21]2[CH:22]=[C:23]([NH:26][C:27](=[O:29])[CH3:28])[CH:24]=[CH:25][C:20]=2[O:11][CH2:12][C:13]([CH3:18])([N+:15]([O-:17])=[O:16])[CH3:14])=[CH:34][CH:33]=[N:32]1. (4) Given the reactants [CH3:1][C:2]([CH3:36])([CH3:35])[CH2:3][CH2:4][C@@H:5]([N:12]1[CH2:17][CH2:16][C@@H:15]([CH2:18][C:19]([O:21]C)=[O:20])[C:14]([F:24])([F:23])[C@H:13]1[C:25]1[CH:30]=[CH:29][C:28]([C:31]([F:34])([F:33])[F:32])=[CH:27][CH:26]=1)[CH2:6][CH2:7][C:8]([F:11])([F:10])[F:9].[Li+].[OH-].O.FC(F)(F)C(O)=O, predict the reaction product. The product is: [CH3:1][C:2]([CH3:36])([CH3:35])[CH2:3][CH2:4][C@@H:5]([N:12]1[CH2:17][CH2:16][C@@H:15]([CH2:18][C:19]([OH:21])=[O:20])[C:14]([F:24])([F:23])[C@H:13]1[C:25]1[CH:30]=[CH:29][C:28]([C:31]([F:34])([F:32])[F:33])=[CH:27][CH:26]=1)[CH2:6][CH2:7][C:8]([F:10])([F:9])[F:11].